This data is from Catalyst prediction with 721,799 reactions and 888 catalyst types from USPTO. The task is: Predict which catalyst facilitates the given reaction. (1) Reactant: [Cl:1][CH2:2][CH:3]1[C:11]2[C:10]3[CH:12]=[CH:13][CH:14]=[C:15]([S:16]([Cl:19])(=[O:18])=[O:17])[C:9]=3[CH:8]=[CH:7][C:6]=2[N:5]([C:20](=[O:25])[C:21]([F:24])([F:23])[F:22])[CH2:4]1.[N+:26]([O-])([O-:28])=[O:27].[K+]. Product: [Cl:1][CH2:2][CH:3]1[C:11]2[C:10]3[CH:12]=[CH:13][CH:14]=[C:15]([S:16]([Cl:19])(=[O:18])=[O:17])[C:9]=3[C:8]([N+:26]([O-:28])=[O:27])=[CH:7][C:6]=2[N:5]([C:20](=[O:25])[C:21]([F:24])([F:23])[F:22])[CH2:4]1. The catalyst class is: 82. (2) Reactant: [C:1]([N:5]1[CH:10]=[CH:9][C:8]([CH3:12])([CH3:11])[CH2:7][CH2:6]1)([CH3:4])([CH3:3])[CH3:2].C(N(CC)CC)C.[Br:20][C:21]1[CH:29]=[CH:28][C:24]([C:25](Cl)=[O:26])=[CH:23][CH:22]=1. Product: [Br:20][C:21]1[CH:29]=[CH:28][C:24]([C:25]([C:9]2[C:8]([CH3:12])([CH3:11])[CH2:7][CH2:6][N:5]([C:1]([CH3:4])([CH3:2])[CH3:3])[CH:10]=2)=[O:26])=[CH:23][CH:22]=1. The catalyst class is: 2. (3) Reactant: [H-].[Na+].[F:3][C:4]([F:8])([F:7])[CH2:5][OH:6].Cl[C:10]1[CH:15]=[CH:14][C:13]([N+:16]([O-:18])=[O:17])=[CH:12][N:11]=1. Product: [N+:16]([C:13]1[CH:14]=[CH:15][C:10]([O:6][CH2:5][C:4]([F:8])([F:7])[F:3])=[N:11][CH:12]=1)([O-:18])=[O:17]. The catalyst class is: 3. (4) Reactant: [CH3:1][O:2][C:3]([C:5]1[CH:14]=[CH:13][C:12]2[C:7](=[CH:8][C:9]([OH:15])=[CH:10][CH:11]=2)[CH:6]=1)=[O:4].[CH2:16](Br)[C:17]1[CH:22]=[CH:21][CH:20]=[CH:19][CH:18]=1.C(=O)([O-])[O-].[Cs+].[Cs+]. Product: [CH3:1][O:2][C:3]([C:5]1[CH:14]=[CH:13][C:12]2[C:7](=[CH:8][C:9]([O:15][CH2:16][C:17]3[CH:22]=[CH:21][CH:20]=[CH:19][CH:18]=3)=[CH:10][CH:11]=2)[CH:6]=1)=[O:4]. The catalyst class is: 3.